Task: Predict the reaction yield, written as a fraction of the theoretical maximum amount of product (1.0 means a 100% yield; for example, 0.34 means a 34% yield).. Dataset: Reaction yield outcomes from USPTO patents with 853,638 reactions The reactants are [CH3:1][C:2]1[C:37]([CH3:38])=[CH:36][C:5]2[NH:6][C:7]([CH2:9][N:10]([CH:26]3[C:35]4[N:34]=[CH:33][CH:32]=[CH:31][C:30]=4[CH2:29][CH2:28][CH2:27]3)[CH2:11][CH2:12][CH2:13][CH2:14][N:15]3C(=O)C4C(=CC=CC=4)C3=O)=[N:8][C:4]=2[CH:3]=1.O.NN. The catalyst is C(O)C.C(OCC)C. The yield is 0.380. The product is [CH3:38][C:37]1[C:2]([CH3:1])=[CH:3][C:4]2[NH:8][C:7]([CH2:9][N:10]([CH:26]3[C:35]4[N:34]=[CH:33][CH:32]=[CH:31][C:30]=4[CH2:29][CH2:28][CH2:27]3)[CH2:11][CH2:12][CH2:13][CH2:14][NH2:15])=[N:6][C:5]=2[CH:36]=1.